This data is from Peptide-MHC class II binding affinity with 134,281 pairs from IEDB. The task is: Regression. Given a peptide amino acid sequence and an MHC pseudo amino acid sequence, predict their binding affinity value. This is MHC class II binding data. The peptide sequence is SQDLELSWKLNGLQAY. The MHC is DRB1_1302 with pseudo-sequence DRB1_1302. The binding affinity (normalized) is 0.675.